This data is from Full USPTO retrosynthesis dataset with 1.9M reactions from patents (1976-2016). The task is: Predict the reactants needed to synthesize the given product. (1) Given the product [NH2:1][C:2]1[C:3]([C:17]([NH:20][C:21]2[C:22]([N:30]3[CH2:35][CH2:34][CH2:33][C@H:32]([NH2:36])[CH2:31]3)=[C:23]3[CH2:29][CH2:28][O:27][C:24]3=[N:25][CH:26]=2)=[O:19])=[N:4][C:5]([C:9]2[C:10]([F:16])=[CH:11][CH:12]=[CH:13][C:14]=2[F:15])=[C:6]([F:8])[CH:7]=1, predict the reactants needed to synthesize it. The reactants are: [NH2:1][C:2]1[C:3]([C:17]([OH:19])=O)=[N:4][C:5]([C:9]2[C:14]([F:15])=[CH:13][CH:12]=[CH:11][C:10]=2[F:16])=[C:6]([F:8])[CH:7]=1.[NH2:20][C:21]1[C:22]([N:30]2[CH2:35][CH2:34][CH2:33][C@H:32]([NH:36]C(=O)OC(C)(C)C)[CH2:31]2)=[C:23]2[CH2:29][CH2:28][O:27][C:24]2=[N:25][CH:26]=1.CN(C(ON1N=NC2C=CC=NC1=2)=[N+](C)C)C.F[P-](F)(F)(F)(F)F.CCN(C(C)C)C(C)C. (2) Given the product [C:20]([C:5]([C:10]1[CH:15]=[CH:14][C:13]([O:16][CH3:17])=[C:12]([O:18][CH3:19])[CH:11]=1)([C:6]([O:8][CH3:9])=[O:7])[CH2:4][CH2:3][CH2:2][N:23]([CH3:22])[CH2:24][CH2:25][C:26]1[CH:27]=[C:28]([CH:33]=[CH:34][CH:35]=1)[C:29]([O:31][CH3:32])=[O:30])#[N:21], predict the reactants needed to synthesize it. The reactants are: Br[CH2:2][CH2:3][CH2:4][C:5]([C:20]#[N:21])([C:10]1[CH:15]=[CH:14][C:13]([O:16][CH3:17])=[C:12]([O:18][CH3:19])[CH:11]=1)[C:6]([O:8][CH3:9])=[O:7].[CH3:22][NH:23][CH2:24][CH2:25][C:26]1[CH:27]=[C:28]([CH:33]=[CH:34][CH:35]=1)[C:29]([O:31][CH3:32])=[O:30]. (3) Given the product [CH3:15][C:10]1([C:8]2[O:9][C:5]([CH2:4][C:16]#[N:17])=[CH:6][CH:7]=2)[O:14][CH2:13][CH2:12][O:11]1, predict the reactants needed to synthesize it. The reactants are: N#N.Cl[CH2:4][C:5]1[O:9][C:8]([C:10]2([CH3:15])[O:14][CH2:13][CH2:12][O:11]2)=[CH:7][CH:6]=1.[C-:16]#[N:17].[Na+].O.